From a dataset of Experimentally validated miRNA-target interactions with 360,000+ pairs, plus equal number of negative samples. Binary Classification. Given a miRNA mature sequence and a target amino acid sequence, predict their likelihood of interaction. (1) The miRNA is rno-miR-125a-5p with sequence UCCCUGAGACCCUUUAACCUGUGA. The protein sequence of the target gene is MESSKKMDAAGTLQPNPPLKLQPDRGAGSVLVPEQGGYKEKFVKTVEDKYKCEKCRLVLCNPKQTECGHRFCESCMAALLSSSSPKCTACQESIIKDKVFKDNCCKREILALQVYCRNEGRGCAEQLTLGHLLVHLKNECQFEELPCLRADCKEKVLRKDLRDHVEKACKYREATCSHCKSQVPMIKLQKHEDTDCPCVVVSCPHKCSVQTLLRSELSAHLSECVNAPSTCSFKRYGCVFQGTNQQIKAHEASSAVQHVNLLKEWSNSLEKKVSLLQNESVEKNKSIQSLHNQICSFEIE.... Result: 0 (no interaction). (2) The miRNA is hsa-miR-4458 with sequence AGAGGUAGGUGUGGAAGAA. Result: 0 (no interaction). The protein sequence of the target gene is MPKPHSEAGTAFIQTQQLHAAMADTFLEHMCRLDIDSAPITARNTGIICTIGPASRSVEMLKEMIKSGMNVARLNFSHGTHEYHAETIKNVREATESFASDPILYRPVAVALDTKGPEIRTGLIKGSGTAEVELKKGATLKITLDNAYMEKCDENILWLDYKNICKVVEVGSKIYVDDGLISLQVKEKGADFLVTEVENGGSLGSKKGVNLPGAAVDLPAVSEKDIQDLKFGVEQDVDMVFASFIRKAADVHEVRKVLGEKGKNIKIISKIENHEGVRRFDEILEASDGIMVARGDLGIE....